This data is from Forward reaction prediction with 1.9M reactions from USPTO patents (1976-2016). The task is: Predict the product of the given reaction. The product is: [F:8][C:9]([F:18])([F:17])[C:10]1[CH:15]=[CH:14][C:13]([N:1]2[CH2:6][CH2:5][S:4][CH2:3][C:2]2=[O:7])=[CH:12][CH:11]=1. Given the reactants [NH:1]1[CH2:6][CH2:5][S:4][CH2:3][C:2]1=[O:7].[F:8][C:9]([F:18])([F:17])[C:10]1[CH:15]=[CH:14][C:13](I)=[CH:12][CH:11]=1, predict the reaction product.